Dataset: Full USPTO retrosynthesis dataset with 1.9M reactions from patents (1976-2016). Task: Predict the reactants needed to synthesize the given product. The reactants are: C(O[C:6]([N:8]1[CH2:12][C:11](=[N:13][O:14][CH3:15])[CH2:10][C@H:9]1[C:16]([OH:18])=O)=[O:7])(C)(C)C.[CH3:19][N:20]([CH3:27])[CH2:21][CH2:22][CH2:23]C(Cl)=O.[NH:28]1[CH2:33][CH2:32][CH2:31][CH2:30][CH2:29]1. Given the product [CH3:15][O:14][N:13]=[C:11]1[CH2:10][C@@H:9]([C:16]([N:28]2[CH2:33][CH2:32][CH2:31][CH2:30][CH2:29]2)=[O:18])[N:8]([C:6](=[O:7])[CH2:23][CH2:22][CH2:21][N:20]([CH3:27])[CH3:19])[CH2:12]1, predict the reactants needed to synthesize it.